The task is: Regression. Given two drug SMILES strings and cell line genomic features, predict the synergy score measuring deviation from expected non-interaction effect.. This data is from NCI-60 drug combinations with 297,098 pairs across 59 cell lines. (1) Drug 1: C1=NC2=C(N1)C(=S)N=CN2. Drug 2: C(CCl)NC(=O)N(CCCl)N=O. Cell line: MDA-MB-231. Synergy scores: CSS=22.9, Synergy_ZIP=-8.07, Synergy_Bliss=-5.63, Synergy_Loewe=-5.94, Synergy_HSA=-3.52. (2) Drug 1: CC=C1C(=O)NC(C(=O)OC2CC(=O)NC(C(=O)NC(CSSCCC=C2)C(=O)N1)C(C)C)C(C)C. Drug 2: C1=CC=C(C=C1)NC(=O)CCCCCCC(=O)NO. Cell line: SF-539. Synergy scores: CSS=54.8, Synergy_ZIP=2.62, Synergy_Bliss=1.41, Synergy_Loewe=1.52, Synergy_HSA=3.45.